From a dataset of Experimentally validated miRNA-target interactions with 360,000+ pairs, plus equal number of negative samples. Binary Classification. Given a miRNA mature sequence and a target amino acid sequence, predict their likelihood of interaction. (1) The miRNA is hsa-miR-4690-5p with sequence GAGCAGGCGAGGCUGGGCUGAA. The protein sequence of the target gene is MALRICVTYTPALPIGLCTRCCLCLEQSPSWCHCLRGVSFLTFHLHQSVPLGDRDSLLMFTRQAGHFVEGSKAGRSRGRLCLSQALRVAVRGAFVSLWFAAGAGDRERNKGDKGAQTGAGLSQEAEDVDVSRARRVTDAPQGTLCGTGNRNSGSQSARVVGVAHLGEAFRVGVEQAISSCPEEVHGRHGLSMEIMWARMDVALRSPGRGLLAGAGALCMTLAESSCPDYERGRRACLTLHRHPTPHCSTWGLPLRVAGSWLTVVTVEALGGWRMGVRRTGQVGPTMHPPPVSGASPLLLH.... Result: 0 (no interaction). (2) The miRNA is hsa-miR-4265 with sequence CUGUGGGCUCAGCUCUGGG. The protein sequence of the target gene is MSDSVILRSVKKFGEENHAFESDGFHNNDKKSRLQDKKKGEGARVGFFELFRFSSSKDNWLMFMGSVCALLHGMAQPGMIIVFGILTDIFVEYDIERQELSIPEKVCMNNTIVWINSSFNQNMTNGTSCGLVDINSEVIKFSGIYAGVGVAVLILGYFQIRLWVITGARQIRKMRKFYFRRIMRMEIGWFDCTSVGELNSRFSDDINKIDEAIADQMALFLQRLSTALSGLLLGFYRGWKLTLVILAVSPLIGIGAAVIGLSVAKFTELELKAYAKAGSIADEVLSSIRTVAAFGGENKE.... Result: 0 (no interaction). (3) The miRNA is hsa-miR-141-5p with sequence CAUCUUCCAGUACAGUGUUGGA. The protein sequence of the target gene is MQMMTRKVLLNMELEEDDDEDGDIVLENFDQTIVCPTFGSLENQQDFRTPEFEEFNGKPDSLFFTDGQRRIDFILVYEDESKKENNKKGTNEKQKRKRQAYESNLICHGLQLEATRSVSDDKLVFVKVHAPWEVLCTYAEIMHIKLPLKPNDLKTRSPFGNLNWFTKVLRVNESVIKPEQEFFTAPFEKSRMNDFYILDRDSFFNPATRSRIVYFILSRVKYQVMNNVNKFGINRLVSSGIYKAAFPLHDCRFNYESEDISCPSERYLLYREWAHPRSIYKKQPLDLIRKYYGEKIGIYF.... Result: 0 (no interaction). (4) The miRNA is hsa-miR-200b-3p with sequence UAAUACUGCCUGGUAAUGAUGA. The protein sequence of the target gene is MSDQDHSMDEMTAVVKIEKGVGGNNGGNGNGGGAFSQARSSSTGSSSSTGGGGQESQPSPLALLAATCSRIESPNENSNNSQGPSQSGGTGELDLTATQLSQGANGWQIISSSSGATPTSKEQSGSSTNGSNGSESSKNRTVSGGQYVVAAAPNLQNQQVLTGLPGVMPNIQYQVIPQFQTVDGQQLQFAATGAQVQQDGSGQIQIIPGANQQIITNRGSGGNIIAAMPNLLQQAVPLQGLANNVLSGQTQYVTNVPVALNGNITLLPVNSVSAATLTPSSQAVTISSSGSQESGSQPVT.... Result: 1 (interaction). (5) The miRNA is hsa-let-7c-5p with sequence UGAGGUAGUAGGUUGUAUGGUU. The protein sequence of the target gene is MADPAECSIKVMCRFRPLNEAEILRGDKFIPKFKGEETVVIGQGKPYVFDRVLPPNTTQEQVYNACAKQIVKDVLEGYNGTIFAYGQTSSGKTHTMEGKLHDPQLMGIIPRIAHDIFDHIYSMDENLEFHIKVSYFEIYLDKIRDLLDVSKTNLAVHEDKNRVPYVKGCTERFVSSPEEVMDVIDEGKANRHVAVTNMNEHSSRSHSIFLINIKQENVETEKKLSGKLYLVDLAGSEKVSKTGAEGAVLDEAKNINKSLSALGNVISALAEGTKTHVPYRDSKMTRILQDSLGGNCRTTI.... Result: 0 (no interaction). (6) The miRNA is mmu-miR-142a-5p with sequence CAUAAAGUAGAAAGCACUACU. The protein sequence of the target gene is MAHVPARTSPGPGPQLLLLLLPLFLLLLRDVAGSHRAPAWSALPAAADGLQGDRDLQRHPGDAAATLGPSAQDMVAVHMHRLYEKYSRQGARPGGGNTVRSFRARLEVVDQKAVYFFNLTSMQDSEMILTATFHFYSEPPRWPRALEVLCKPRAKNASGRPLPLGPPTRQHLLFRSLSQNTATQGLLRGAMALAPPPRGLWQAKDISPIVKAARRDGELLLSAQLDSEERDPGVPRPSPYAPYILVYANDLAISEPNSVAVTLQRYDPFPAGDPEPRAAPNNSADPRVRRAAQATGPLQD.... Result: 0 (no interaction). (7) The miRNA is mmu-miR-6951-5p with sequence UUGUAUUUGUGUGAUUAAAGU. The protein sequence of the target gene is MAFTGKFEMESEKNYDEFMKLLGISSDVIEKARNFKIVTEVQQDGQDFTWSQHYSGGHTMTNKFTVGKESNIQTMGGKTFKATVQMEGGKLVVNFPNYHQTSEIVGDKLVEVSTIGGVTYERVSKRLA. Result: 0 (no interaction).